Regression. Given a peptide amino acid sequence and an MHC pseudo amino acid sequence, predict their binding affinity value. This is MHC class I binding data. From a dataset of Peptide-MHC class I binding affinity with 185,985 pairs from IEDB/IMGT. The peptide sequence is YMYAATNTH. The MHC is HLA-B57:01 with pseudo-sequence HLA-B57:01. The binding affinity (normalized) is 0.0847.